Predict the reactants needed to synthesize the given product. From a dataset of Retrosynthesis with 50K atom-mapped reactions and 10 reaction types from USPTO. (1) Given the product CCCCCCCCCCCC(=O)N(CCC(=O)O)CC(=O)[O-], predict the reactants needed to synthesize it. The reactants are: CCCCCCCCCCCC(=O)Cl.O=C([O-])CNCCC(=O)O. (2) Given the product CN(C(=O)OC(C)(C)C)C1CCC(Oc2ncnc3sc4c(c23)[C@@H](CC(C#N)NC(=O)OCc2ccccc2)CC4)CC1, predict the reactants needed to synthesize it. The reactants are: CN(C(=O)OC(C)(C)C)C1CCC(Oc2ncnc3sc4c(c23)[C@@H](CC(N)C#N)CC4)CC1.O=C(Cl)OCc1ccccc1. (3) Given the product CC[C@@H]1NC[C@H]1NC(=O)OC(C)(C)C, predict the reactants needed to synthesize it. The reactants are: CC[C@H]1[C@H](NC(=O)OC(C)(C)C)CN1C(c1ccccc1)c1ccccc1. (4) Given the product O=C(OCC1c2ccccc2-c2ccccc21)N1Cc2cccn2Cc2ccccc21, predict the reactants needed to synthesize it. The reactants are: O=C(Cl)OCC1c2ccccc2-c2ccccc21.c1ccc2c(c1)Cn1cccc1CN2.